From a dataset of Reaction yield outcomes from USPTO patents with 853,638 reactions. Predict the reaction yield, written as a fraction of the theoretical maximum amount of product (1.0 means a 100% yield; for example, 0.34 means a 34% yield). (1) The reactants are [CH2:1]([O:8][C:9]1[CH:10]=[CH:11][C:12]([C:20](=[O:23])[CH2:21][Br:22])=[C:13]2[C:18]=1[NH:17][C:16](=[O:19])[CH:15]=[CH:14]2)[C:2]1[CH:7]=[CH:6][CH:5]=[CH:4][CH:3]=1.O1CCCC1.B.CO. The catalyst is C1(C)C=CC=CC=1. The product is [CH2:1]([O:8][C:9]1[CH:10]=[CH:11][C:12]([C@@H:20]([OH:23])[CH2:21][Br:22])=[C:13]2[C:18]=1[NH:17][C:16](=[O:19])[CH:15]=[CH:14]2)[C:2]1[CH:3]=[CH:4][CH:5]=[CH:6][CH:7]=1. The yield is 0.810. (2) The reactants are [H-].[Na+].[C:3]([O:10][CH3:11])(=[O:9])[CH2:4][C:5]([O:7][CH3:8])=[O:6].Br[C:13]1[CH:18]=[CH:17][C:16]([N+:19]([O-:21])=[O:20])=[CH:15][C:14]=1[F:22]. The catalyst is CN(C=O)C. The product is [F:22][C:14]1[CH:15]=[C:16]([N+:19]([O-:21])=[O:20])[CH:17]=[CH:18][C:13]=1[CH:4]([C:3]([O:10][CH3:11])=[O:9])[C:5]([O:7][CH3:8])=[O:6]. The yield is 0.730. (3) The reactants are C([N:8]1[CH2:13][CH2:12][C:11]([C:21]#[N:22])([C:14]2[CH:19]=[CH:18][CH:17]=[CH:16][C:15]=2[CH3:20])[CH2:10][CH2:9]1)C1C=CC=CC=1.Cl[C:24]([O:26][CH2:27][CH3:28])=[O:25].C(=O)([O-])O.[K+].O. The catalyst is ClCCl. The product is [C:21]([C:11]1([C:14]2[CH:19]=[CH:18][CH:17]=[CH:16][C:15]=2[CH3:20])[CH2:12][CH2:13][N:8]([C:24]([O:26][CH2:27][CH3:28])=[O:25])[CH2:9][CH2:10]1)#[N:22]. The yield is 1.00.